This data is from Full USPTO retrosynthesis dataset with 1.9M reactions from patents (1976-2016). The task is: Predict the reactants needed to synthesize the given product. (1) Given the product [CH:1]1([O:6][C:7]2[CH:8]=[CH:9][C:10]([NH:13][CH2:17][CH:16]([O:19][CH3:20])[O:15][CH3:14])=[CH:11][CH:12]=2)[CH2:5][CH2:4][CH2:3][CH2:2]1, predict the reactants needed to synthesize it. The reactants are: [CH:1]1([O:6][C:7]2[CH:12]=[CH:11][C:10]([NH2:13])=[CH:9][CH:8]=2)[CH2:5][CH2:4][CH2:3][CH2:2]1.[CH3:14][O:15][CH:16]([O:19][CH3:20])[CH2:17]Br.C(=O)([O-])[O-].[K+].[K+]. (2) Given the product [CH2:1]([OH:12])[CH:2]1[O:6][CH:5]([OH:9])[CH:7]([OH:8])[CH:4]([OH:10])[CH:3]1[OH:11], predict the reactants needed to synthesize it. The reactants are: [CH2:1]([OH:12])[C@H:2]1[O:6][C@:5]([OH:9])([CH2:7][OH:8])[C@@H:4]([OH:10])[C@@H:3]1[OH:11].C(O)[C@H]1O[C@H](O[C@]2(CO)O[C@H](CO)[C@@H](O)[C@@H]2O)[C@H](O)[C@@H](O)[C@@H]1O.OS(O)(=O)=O.OP(O)(O)=O.Cl. (3) The reactants are: [CH:1]1([N:7]2[CH2:11][CH2:10][NH:9][C:8]2=[O:12])[CH2:6][CH2:5][CH2:4][CH2:3][CH2:2]1.N1C=CC=CC=1.[C:19](Cl)(Cl)=[O:20].[CH3:23][N:24]1[CH:28]=[C:27]([C:29]2[CH:34]=[C:33]([O:35][C:36]3[CH:37]=[CH:38][C:39]([NH2:42])=[N:40][CH:41]=3)[CH:32]=[CH:31][N:30]=2)[CH:26]=[N:25]1. Given the product [CH:1]1([N:7]2[CH2:11][CH2:10][N:9]([C:19]([NH:42][C:39]3[CH:38]=[CH:37][C:36]([O:35][C:33]4[CH:32]=[CH:31][N:30]=[C:29]([C:27]5[CH:26]=[N:25][N:24]([CH3:23])[CH:28]=5)[CH:34]=4)=[CH:41][N:40]=3)=[O:20])[C:8]2=[O:12])[CH2:2][CH2:3][CH2:4][CH2:5][CH2:6]1, predict the reactants needed to synthesize it. (4) Given the product [C:1]([O:5][C:6]([N:8]1[CH2:9][CH2:10][CH:11]([O:14][C:15]2[C:20]([C:21](=[O:22])[NH2:38])=[CH:19][C:18]([N+:24]([O-:26])=[O:25])=[C:17]([CH3:27])[CH:16]=2)[CH2:12][CH2:13]1)=[O:7])([CH3:3])([CH3:2])[CH3:4], predict the reactants needed to synthesize it. The reactants are: [C:1]([O:5][C:6]([N:8]1[CH2:13][CH2:12][CH:11]([O:14][C:15]2[C:20]([C:21](O)=[O:22])=[CH:19][C:18]([N+:24]([O-:26])=[O:25])=[C:17]([CH3:27])[CH:16]=2)[CH2:10][CH2:9]1)=[O:7])([CH3:4])([CH3:3])[CH3:2].ClC(OCC(C)C)=O.C([N:38](CC)CC)C.N.